Dataset: Reaction yield outcomes from USPTO patents with 853,638 reactions. Task: Predict the reaction yield, written as a fraction of the theoretical maximum amount of product (1.0 means a 100% yield; for example, 0.34 means a 34% yield). (1) The reactants are C([N:8]1[CH2:13][CH2:12][C:11]([C:15]2[CH:20]=[CH:19][C:18]([Cl:21])=[CH:17][CH:16]=2)(C)[CH2:10][CH2:9]1)C1C=CC=CC=1.ClC(OC(Cl)=O)C. The catalyst is C(Cl)Cl. The product is [Cl:21][C:18]1[CH:19]=[CH:20][C:15]([CH:11]2[CH:10]=[CH:9][NH:8][CH2:13][CH2:12]2)=[CH:16][CH:17]=1. The yield is 1.00. (2) The reactants are [Br:1][C:2]1[N:7]=[CH:6][C:5]([CH:8]=[O:9])=[CH:4][CH:3]=1.[CH2:10](O)[CH2:11][OH:12].C1(C)C=CC(S(O)(=O)=O)=CC=1.C1(C)C=CC=CC=1. The catalyst is O. The product is [Br:1][C:2]1[CH:3]=[CH:4][C:5]([CH:8]2[O:12][CH2:11][CH2:10][O:9]2)=[CH:6][N:7]=1. The yield is 0.590. (3) The reactants are [F:1][C:2]1[C:11]([C:12]2[CH:17]=[CH:16][CH:15]=[C:14]([F:18])[CH:13]=2)=[CH:10][CH:9]=[C:8]([F:19])[C:3]=1[C:4]([O:6]C)=[O:5].CO.[OH-].[Na+]. The catalyst is C1COCC1. The product is [F:1][C:2]1[C:11]([C:12]2[CH:17]=[CH:16][CH:15]=[C:14]([F:18])[CH:13]=2)=[CH:10][CH:9]=[C:8]([F:19])[C:3]=1[C:4]([OH:6])=[O:5]. The yield is 0.870. (4) The reactants are [F:1][C:2]1[CH:7]=[CH:6][C:5]([C:8]2[C:12]([C:13]3[CH:18]=[CH:17][NH:16][C:15](=[O:19])[CH:14]=3)=[CH:11][NH:10][N:9]=2)=[CH:4][CH:3]=1. The catalyst is C1COCC1. The product is [F:1][C:2]1[CH:7]=[CH:6][C:5]2[C:8]3[C:12](=[CH:11][NH:10][N:9]=3)[C:13]3[CH:18]=[CH:17][NH:16][C:15](=[O:19])[C:14]=3[C:4]=2[CH:3]=1. The yield is 0.350. (5) The reactants are [C:1]1([NH:7][CH2:8][CH2:9][CH2:10][OH:11])[CH:6]=[CH:5][CH:4]=[CH:3][CH:2]=1.Br[CH2:13][CH2:14][CH2:15][C:16]([O:18][CH2:19][CH3:20])=[O:17]. The catalyst is C(N(C(C)C)C(C)C)C. The product is [OH:11][CH2:10][CH2:9][CH2:8][N:7]([C:1]1[CH:6]=[CH:5][CH:4]=[CH:3][CH:2]=1)[CH2:13][CH2:14][CH2:15][C:16]([O:18][CH2:19][CH3:20])=[O:17]. The yield is 1.00. (6) The yield is 0.840. The catalyst is C(Cl)Cl.C1CCCCC1. The reactants are FC(F)(F)C(O)=O.[NH2:8][C:9](=[O:49])[CH2:10][C:11]1[CH:48]=[CH:47][CH:46]=[CH:45][C:12]=1[CH2:13][CH2:14][C:15]1[C:20]([C:21]([F:24])([F:23])[F:22])=[CH:19][N:18]=[C:17]([NH:25][C:26]2[CH:31]=[CH:30][C:29]([CH:32]3[CH2:37][CH2:36][N:35](C(OC(C)(C)C)=O)[CH2:34][CH2:33]3)=[CH:28][CH:27]=2)[N:16]=1. The product is [NH:35]1[CH2:36][CH2:37][CH:32]([C:29]2[CH:28]=[CH:27][C:26]([NH:25][C:17]3[N:16]=[C:15]([CH2:14][CH2:13][C:12]4[CH:45]=[CH:46][CH:47]=[CH:48][C:11]=4[CH2:10][C:9]([NH2:8])=[O:49])[C:20]([C:21]([F:24])([F:23])[F:22])=[CH:19][N:18]=3)=[CH:31][CH:30]=2)[CH2:33][CH2:34]1. (7) The reactants are Cl[C:2]1[C:7]2[C:8]([I:11])=[N:9][NH:10][C:6]=2[CH:5]=[C:4]([Cl:12])[N:3]=1.[CH3:13][NH2:14]. No catalyst specified. The product is [Cl:12][C:4]1[N:3]=[C:2]([NH:14][CH3:13])[C:7]2[C:8]([I:11])=[N:9][NH:10][C:6]=2[CH:5]=1. The yield is 0.710. (8) The reactants are [Cl:1][C:2]1[CH:10]=[CH:9][C:8]([N:11]2[CH:15]=[CH:14][CH:13]=[CH:12]2)=[CH:7][C:3]=1[C:4](O)=[O:5].ClC(OC(C)C)=O.CC[N:25](C(C)C)C(C)C.N. The catalyst is C1COCC1. The product is [Cl:1][C:2]1[CH:10]=[CH:9][C:8]([N:11]2[CH:15]=[CH:14][CH:13]=[CH:12]2)=[CH:7][C:3]=1[C:4]([NH2:25])=[O:5]. The yield is 0.780. (9) The reactants are [OH-].[Na+:2].C[O:4][C:5]1[CH:10]=[CH:9][CH:8]=[CH:7][C:6]=1[C:11]1[N:15]([CH2:16][CH2:17][CH2:18][CH2:19][C:20]([OH:22])=[O:21])[N:14]=[N:13][CH:12]=1. The catalyst is O. The product is [Na+:2].[Na+:2].[OH:4][C:5]1[CH:10]=[CH:9][CH:8]=[CH:7][C:6]=1[C:11]1[N:15]([CH2:16][CH2:17][CH2:18][CH2:19][C:20]([O-:22])=[O:21])[N:14]=[N:13][CH:12]=1.[OH:4][C:5]1[CH:10]=[CH:9][CH:8]=[CH:7][C:6]=1[C:11]1[N:15]([CH2:16][CH2:17][CH2:18][CH2:19][C:20]([O-:22])=[O:21])[N:14]=[N:13][CH:12]=1. The yield is 0.790.